From a dataset of Forward reaction prediction with 1.9M reactions from USPTO patents (1976-2016). Predict the product of the given reaction. Given the reactants [CH:1]1[C:10]2[C:5](=[CH:6][CH:7]=[CH:8][CH:9]=2)[CH:4]=[CH:3][C:2]=1[OH:11].CCOCC.[C:17](O)(=[O:35])[CH2:18][CH2:19][CH2:20][CH2:21][CH2:22][CH2:23][CH2:24][CH2:25][CH2:26][CH2:27][CH2:28][CH2:29][CH2:30][CH2:31][CH2:32][CH2:33][CH3:34].CS(O)(=O)=O, predict the reaction product. The product is: [C:17]([O:11][C:2]1[CH:3]=[CH:4][C:5]2[C:10](=[CH:9][CH:8]=[CH:7][CH:6]=2)[CH:1]=1)(=[O:35])[CH2:18][CH2:19][CH2:20][CH2:21][CH2:22][CH2:23][CH2:24][CH2:25][CH2:26][CH2:27][CH2:28][CH2:29][CH2:30][CH2:31][CH2:32][CH2:33][CH3:34].